Task: Predict the reaction yield, written as a fraction of the theoretical maximum amount of product (1.0 means a 100% yield; for example, 0.34 means a 34% yield).. Dataset: Reaction yield outcomes from USPTO patents with 853,638 reactions (1) The reactants are [N+:1]([C:4]1[CH:9]=[CH:8][CH:7]=[CH:6][C:5]=1[CH:10]=[C:11]([N+]([O-])=O)[CH3:12])([O-:3])=[O:2].C1CCN2C(=NCCC2)CC1.[N+:27]([CH2:29][C:30]([O:32][CH2:33][CH3:34])=[O:31])#[C-:28].Cl. The catalyst is C1COCC1.C(O)(C)(C)C.CCOC(C)=O. The product is [CH3:12][C:11]1[C:10]([C:5]2[CH:6]=[CH:7][CH:8]=[CH:9][C:4]=2[N+:1]([O-:3])=[O:2])=[C:29]([C:30]([O:32][CH2:33][CH3:34])=[O:31])[NH:27][CH:28]=1. The yield is 0.590. (2) The reactants are CS([C:5]1[N:6]=[N:7][CH:8]=[C:9]([C:11]2[CH:16]=[CH:15][C:14]([F:17])=[CH:13][C:12]=2[F:18])[N:10]=1)(=O)=O.[NH3:19].C1COCC1. No catalyst specified. The product is [F:18][C:12]1[CH:13]=[C:14]([F:17])[CH:15]=[CH:16][C:11]=1[C:9]1[N:10]=[C:5]([NH2:19])[N:6]=[N:7][CH:8]=1. The yield is 0.530. (3) The reactants are [Br:1][C:2]1[CH:9]=[CH:8][C:5]([CH:6]=[O:7])=[C:4](F)[CH:3]=1.[C:11]1([OH:17])[CH:16]=[CH:15][CH:14]=[CH:13][CH:12]=1.C(=O)([O-])[O-].[K+].[K+].CN(C)C(=O)C. The catalyst is O. The product is [Br:1][C:2]1[CH:9]=[CH:8][C:5]([CH:6]=[O:7])=[C:4]([O:17][C:11]2[CH:16]=[CH:15][CH:14]=[CH:13][CH:12]=2)[CH:3]=1. The yield is 0.880. (4) The reactants are [C:1]([C:4]1[CH:9]=[CH:8][C:7]([C:10]#[N:11])=[CH:6][N:5]=1)(=[O:3])[CH3:2].[C:12](OCC)(=[O:18])[C:13]([O:15][CH2:16][CH3:17])=[O:14]. No catalyst specified. The product is [C:10]([C:7]1[CH:8]=[CH:9][C:4]([C:1](=[O:3])[CH2:2][C:12](=[O:18])[C:13]([O:15][CH2:16][CH3:17])=[O:14])=[N:5][CH:6]=1)#[N:11]. The yield is 0.780. (5) The reactants are [Cl:1][C:2]1[CH:10]=[C:9]2[C:5]([CH:6]=[C:7]([C:13](=[O:30])[NH:14][CH:15]([C:20]3[CH:25]=[CH:24][CH:23]=[C:22]([C:26]([F:29])([F:28])[F:27])[CH:21]=3)[C:16]([F:19])([F:18])[F:17])[N:8]2[CH2:11][CH3:12])=[CH:4][C:3]=1[C:31]([OH:33])=O.C(Cl)(=O)C(Cl)=O.Cl.[NH2:41][C:42]1([C:45]#[N:46])[CH2:44][CH2:43]1.C(N(C(C)C)CC)(C)C. The catalyst is ClCCl.CN(C)C=O.C(OCC)(=O)C. The product is [Cl:1][C:2]1[CH:10]=[C:9]2[C:5]([CH:6]=[C:7]([C:13]([NH:14][CH:15]([C:20]3[CH:25]=[CH:24][CH:23]=[C:22]([C:26]([F:27])([F:28])[F:29])[CH:21]=3)[C:16]([F:19])([F:17])[F:18])=[O:30])[N:8]2[CH2:11][CH3:12])=[CH:4][C:3]=1[C:31]([NH:41][C:42]1([C:45]#[N:46])[CH2:44][CH2:43]1)=[O:33]. The yield is 0.240. (6) The reactants are C(=O)([O-])[O-].[K+].[K+].C([O:10][CH:11]1[C:12]([O:54][CH:55]([O:57][CH2:58][CH3:59])[CH3:56])([CH3:53])[CH2:13][CH2:14][CH:15]([O:47][CH:48]([O:50][CH2:51][CH3:52])[CH3:49])[CH2:16][C:17]([O:19][CH:20](/[C:25](/[CH3:46])=[CH:26]/[CH:27]=[CH:28]/[CH:29]([CH3:45])[CH2:30][CH:31]2[O:44][CH:32]2[CH:33]([CH3:43])[CH:34]([O:37][CH:38]([O:40][CH2:41][CH3:42])[CH3:39])[CH2:35][CH3:36])[CH:21]([CH3:24])[CH:22]=[CH:23]1)=[O:18])(=O)C.C(O)(=O)C.C(OCC)(=O)C. The catalyst is CO.O. The product is [CH2:51]([O:50][CH:48]([O:47][CH:15]1[CH2:14][CH2:13][C:12]([O:54][CH:55]([O:57][CH2:58][CH3:59])[CH3:56])([CH3:53])[CH:11]([OH:10])[CH:23]=[CH:22][CH:21]([CH3:24])[CH:20](/[C:25](/[CH3:46])=[CH:26]/[CH:27]=[CH:28]/[CH:29]([CH3:45])[CH2:30][CH:31]2[O:44][CH:32]2[CH:33]([CH3:43])[CH:34]([O:37][CH:38]([O:40][CH2:41][CH3:42])[CH3:39])[CH2:35][CH3:36])[O:19][C:17](=[O:18])[CH2:16]1)[CH3:49])[CH3:52]. The yield is 1.00. (7) The reactants are [CH3:1][NH:2][C:3]1[N:8]=[C:7]([N:9]2[CH2:14][CH2:13][N:12]([CH3:15])[CH2:11][CH2:10]2)[N:6]=[C:5]([N:16]2[CH2:21][CH2:20][CH:19]([C:22]([OH:24])=O)[CH2:18][CH2:17]2)[N:4]=1.[Cl:25][C:26]1[CH:31]=[C:30]([Cl:32])[CH:29]=[CH:28][C:27]=1[CH2:33][NH2:34].C(N(C(C)C)CC)(C)C.F[P-](F)(F)(F)(F)F.N1(O[P+](N(C)C)(N(C)C)N(C)C)C2C=CC=CC=2N=N1. The catalyst is CN(C=O)C. The product is [Cl:25][C:26]1[CH:31]=[C:30]([Cl:32])[CH:29]=[CH:28][C:27]=1[CH2:33][NH:34][C:22]([CH:19]1[CH2:20][CH2:21][N:16]([C:5]2[N:4]=[C:3]([NH:2][CH3:1])[N:8]=[C:7]([N:9]3[CH2:14][CH2:13][N:12]([CH3:15])[CH2:11][CH2:10]3)[N:6]=2)[CH2:17][CH2:18]1)=[O:24]. The yield is 0.230. (8) The reactants are [CH:1]1[C:6]([OH:7])=[CH:5][CH:4]=[CH:3][C:2]=1[CH3:8].[Si:9](Cl)([C:12]([CH3:15])([CH3:14])[CH3:13])([CH3:11])[CH3:10]. The product is [C:12]([Si:9]([CH3:11])([CH3:10])[O:7][C:6]1[CH:1]=[C:2]([CH3:8])[CH:3]=[CH:4][CH:5]=1)([CH3:15])([CH3:14])[CH3:13]. The yield is 0.620. The catalyst is C(Cl)Cl.